The task is: Regression. Given two drug SMILES strings and cell line genomic features, predict the synergy score measuring deviation from expected non-interaction effect.. This data is from NCI-60 drug combinations with 297,098 pairs across 59 cell lines. (1) Cell line: M14. Drug 1: CC1=C(N=C(N=C1N)C(CC(=O)N)NCC(C(=O)N)N)C(=O)NC(C(C2=CN=CN2)OC3C(C(C(C(O3)CO)O)O)OC4C(C(C(C(O4)CO)O)OC(=O)N)O)C(=O)NC(C)C(C(C)C(=O)NC(C(C)O)C(=O)NCCC5=NC(=CS5)C6=NC(=CS6)C(=O)NCCC[S+](C)C)O. Drug 2: CC1CCCC2(C(O2)CC(NC(=O)CC(C(C(=O)C(C1O)C)(C)C)O)C(=CC3=CSC(=N3)C)C)C. Synergy scores: CSS=41.7, Synergy_ZIP=-9.94, Synergy_Bliss=-18.4, Synergy_Loewe=-25.2, Synergy_HSA=-15.4. (2) Drug 1: CC1=C(N=C(N=C1N)C(CC(=O)N)NCC(C(=O)N)N)C(=O)NC(C(C2=CN=CN2)OC3C(C(C(C(O3)CO)O)O)OC4C(C(C(C(O4)CO)O)OC(=O)N)O)C(=O)NC(C)C(C(C)C(=O)NC(C(C)O)C(=O)NCCC5=NC(=CS5)C6=NC(=CS6)C(=O)NCCC[S+](C)C)O. Drug 2: CN1C2=C(C=C(C=C2)N(CCCl)CCCl)N=C1CCCC(=O)O.Cl. Cell line: 786-0. Synergy scores: CSS=18.3, Synergy_ZIP=-3.61, Synergy_Bliss=0.0652, Synergy_Loewe=-21.5, Synergy_HSA=-0.502. (3) Drug 1: C1=CC(=CC=C1CCCC(=O)O)N(CCCl)CCCl. Drug 2: C1=CC=C(C=C1)NC(=O)CCCCCCC(=O)NO. Cell line: SK-MEL-28. Synergy scores: CSS=23.6, Synergy_ZIP=-3.95, Synergy_Bliss=0.784, Synergy_Loewe=2.03, Synergy_HSA=2.40. (4) Drug 1: C1=CC=C(C(=C1)C(C2=CC=C(C=C2)Cl)C(Cl)Cl)Cl. Drug 2: C1C(C(OC1N2C=NC3=C2NC=NCC3O)CO)O. Cell line: OVCAR-8. Synergy scores: CSS=2.46, Synergy_ZIP=-0.756, Synergy_Bliss=-0.429, Synergy_Loewe=-0.0000377, Synergy_HSA=-1.25. (5) Drug 1: CC1=C(C=C(C=C1)NC(=O)C2=CC=C(C=C2)CN3CCN(CC3)C)NC4=NC=CC(=N4)C5=CN=CC=C5. Drug 2: CC1=C(C=C(C=C1)C(=O)NC2=CC(=CC(=C2)C(F)(F)F)N3C=C(N=C3)C)NC4=NC=CC(=N4)C5=CN=CC=C5. Cell line: MDA-MB-435. Synergy scores: CSS=1.83, Synergy_ZIP=0.0794, Synergy_Bliss=2.80, Synergy_Loewe=2.32, Synergy_HSA=1.80. (6) Drug 1: CC12CCC(CC1=CCC3C2CCC4(C3CC=C4C5=CN=CC=C5)C)O. Drug 2: C1CNP(=O)(OC1)N(CCCl)CCCl. Cell line: HCT-15. Synergy scores: CSS=5.08, Synergy_ZIP=0.178, Synergy_Bliss=1.77, Synergy_Loewe=-0.804, Synergy_HSA=-0.842. (7) Synergy scores: CSS=-14.1, Synergy_ZIP=11.6, Synergy_Bliss=8.00, Synergy_Loewe=-9.77, Synergy_HSA=-9.79. Drug 2: CNC(=O)C1=NC=CC(=C1)OC2=CC=C(C=C2)NC(=O)NC3=CC(=C(C=C3)Cl)C(F)(F)F. Drug 1: CCC1(CC2CC(C3=C(CCN(C2)C1)C4=CC=CC=C4N3)(C5=C(C=C6C(=C5)C78CCN9C7C(C=CC9)(C(C(C8N6C=O)(C(=O)OC)O)OC(=O)C)CC)OC)C(=O)OC)O.OS(=O)(=O)O. Cell line: TK-10. (8) Drug 1: C1=CC=C(C(=C1)C(C2=CC=C(C=C2)Cl)C(Cl)Cl)Cl. Drug 2: C1C(C(OC1N2C=NC3=C2NC=NCC3O)CO)O. Cell line: SF-295. Synergy scores: CSS=1.21, Synergy_ZIP=4.33, Synergy_Bliss=-3.16, Synergy_Loewe=0.207, Synergy_HSA=-2.28. (9) Drug 1: C1=NC2=C(N=C(N=C2N1C3C(C(C(O3)CO)O)O)F)N. Drug 2: CS(=O)(=O)CCNCC1=CC=C(O1)C2=CC3=C(C=C2)N=CN=C3NC4=CC(=C(C=C4)OCC5=CC(=CC=C5)F)Cl. Cell line: SF-295. Synergy scores: CSS=-2.19, Synergy_ZIP=1.77, Synergy_Bliss=3.32, Synergy_Loewe=-1.83, Synergy_HSA=-1.25.